This data is from Reaction yield outcomes from USPTO patents with 853,638 reactions. The task is: Predict the reaction yield, written as a fraction of the theoretical maximum amount of product (1.0 means a 100% yield; for example, 0.34 means a 34% yield). (1) The reactants are [Na].C[CH:3]([CH3:9])[CH:4]([CH:7]=O)[C:5]#[N:6].Cl.[NH2:11][C:12]1[S:13][CH:14]=[CH:15]C=1. The catalyst is CO. The product is [S:13]1[C:12]2=[N:11][CH:7]=[C:4]([C:5]#[N:6])[CH:3]=[C:9]2[CH:15]=[CH:14]1. The yield is 0.240. (2) The reactants are [F:1][C:2]([F:19])([F:18])[C:3]1[CH:4]=[CH:5][C:6]([O:9][C:10]2[CH:11]=[C:12]([CH:15]=[CH:16][CH:17]=2)[CH:13]=[O:14])=[N:7][CH:8]=1.[BH4-].[Na+]. The catalyst is CO. The product is [F:18][C:2]([F:1])([F:19])[C:3]1[CH:4]=[CH:5][C:6]([O:9][C:10]2[CH:11]=[C:12]([CH2:13][OH:14])[CH:15]=[CH:16][CH:17]=2)=[N:7][CH:8]=1. The yield is 0.990. (3) The reactants are Br.[NH2:2][C@@H:3]([CH2:15][C:16]1[CH:21]=[CH:20][CH:19]=[CH:18][CH:17]=1)[C@H:4]([CH2:8][C:9]1[CH:14]=[CH:13][CH:12]=[CH:11][CH:10]=1)[C:5]([OH:7])=[S:6].CC1CO1. The catalyst is C(O)C. The product is [NH2:2][C@@H:3]([CH2:15][C:16]1[CH:21]=[CH:20][CH:19]=[CH:18][CH:17]=1)[C@H:4]([CH2:8][C:9]1[CH:10]=[CH:11][CH:12]=[CH:13][CH:14]=1)[C:5]([OH:7])=[S:6]. The yield is 0.650. (4) The reactants are [OH:1][C:2]1[CH:3]=[CH:4][CH:5]=[C:6]2[C:11]=1[N:10]=[CH:9][CH:8]=[CH:7]2.C([O-])([O-])=O.[K+].[K+].[F:18][C:19]([F:32])([F:31])[S:20](O[S:20]([C:19]([F:32])([F:31])[F:18])(=[O:22])=[O:21])(=[O:22])=[O:21]. The catalyst is N1C=CC=CC=1. The yield is 0.850. The product is [F:18][C:19]([F:32])([F:31])[S:20]([O:1][C:2]1[CH:3]=[CH:4][CH:5]=[C:6]2[C:11]=1[N:10]=[CH:9][CH:8]=[CH:7]2)(=[O:22])=[O:21]. (5) The reactants are Cl[C:2]1[CH:3]=[CH:4][N:5]2[C:10]([C:11]=1[CH3:12])=[C:9]([CH:13]1[CH2:15][CH2:14]1)[CH:8]=[C:7]([C:16]([O:18][CH2:19][CH3:20])=[O:17])[C:6]2=[O:21].[F:22][C:23]1[CH:28]=[CH:27][C:26](B(O)O)=[CH:25][CH:24]=1.C([O-])([O-])=O.[Na+].[Na+]. The catalyst is C1COCC1.Cl[Pd](Cl)([P](C1C=CC=CC=1)(C1C=CC=CC=1)C1C=CC=CC=1)[P](C1C=CC=CC=1)(C1C=CC=CC=1)C1C=CC=CC=1. The product is [CH:13]1([C:9]2[CH:8]=[C:7]([C:16]([O:18][CH2:19][CH3:20])=[O:17])[C:6](=[O:21])[N:5]3[C:10]=2[C:11]([CH3:12])=[C:2]([C:26]2[CH:27]=[CH:28][C:23]([F:22])=[CH:24][CH:25]=2)[CH:3]=[CH:4]3)[CH2:15][CH2:14]1. The yield is 0.820. (6) The reactants are [OH:1][NH:2][C:3]([C:5]1[C:10]([CH3:11])=[CH:9][CH:8]=[CH:7][N:6]=1)=[NH:4].[CH3:12][O:13][C:14]1[CH:15]=[C:16]([CH:20]=[CH:21][CH:22]=1)[C:17](O)=O. No catalyst specified. The product is [CH3:12][O:13][C:14]1[CH:15]=[C:16]([C:17]2[O:1][N:2]=[C:3]([C:5]3[C:10]([CH3:11])=[CH:9][CH:8]=[CH:7][N:6]=3)[N:4]=2)[CH:20]=[CH:21][CH:22]=1. The yield is 0.200. (7) The reactants are [OH:1][C:2]1[C:3](C)=[C:4]2[C:9]([NH:10][C:11]3[CH:16]=[CH:15][C:14]([O:17][C:18]4[CH:23]=[CH:22][CH:21]=[CH:20][CH:19]=4)=[CH:13][CH:12]=3)=[C:8]([C:24]#[N:25])[CH:7]=[N:6][N:5]2[CH:26]=1.[C:28](O)(C(F)(F)F)=[O:29].O.C(O)(C(F)(F)F)=O.CC#N. No catalyst specified. The product is [OH:1][C:2]1[C:3]([O:29][CH3:28])=[C:4]2[C:9]([NH:10][C:11]3[CH:16]=[CH:15][C:14]([O:17][C:18]4[CH:19]=[CH:20][CH:21]=[CH:22][CH:23]=4)=[CH:13][CH:12]=3)=[C:8]([C:24]#[N:25])[CH:7]=[N:6][N:5]2[CH:26]=1. The yield is 0.760.